From a dataset of Reaction yield outcomes from USPTO patents with 853,638 reactions. Predict the reaction yield, written as a fraction of the theoretical maximum amount of product (1.0 means a 100% yield; for example, 0.34 means a 34% yield). (1) The reactants are [NH2:1][C:2]1[C:11]([NH2:12])=[CH:10][C:5]([C:6]([O:8][CH3:9])=[O:7])=[C:4]([CH3:13])[CH:3]=1.[N:14]([O-])=O.[Na+]. The yield is 0.800. The product is [CH3:13][C:4]1[C:5]([C:6]([O:8][CH3:9])=[O:7])=[CH:10][C:11]2[N:12]=[N:14][NH:1][C:2]=2[CH:3]=1. The catalyst is C(O)(=O)C.O. (2) The reactants are [F:1][C:2]1[CH:7]=[CH:6][C:5]([F:8])=[CH:4][C:3]=1[C:9]1[S:13][C:12]([CH3:20])([C:14]2[CH:19]=[CH:18][CH:17]=[CH:16][CH:15]=2)[N:11]([C:21](=[S:24])[NH:22][NH2:23])[N:10]=1.[CH3:25][C:26](C)(C)C([O-])([O-])[O-]. No catalyst specified. The product is [F:1][C:2]1[CH:7]=[CH:6][C:5]([F:8])=[CH:4][C:3]=1[C:9]1[S:13][C:12]([CH3:20])([C:14]2[CH:19]=[CH:18][CH:17]=[CH:16][CH:15]=2)[N:11]([C:21]2[S:24][C:25]([CH3:26])=[N:23][N:22]=2)[N:10]=1. The yield is 0.700. (3) The reactants are [CH3:1][O:2][C:3](=[O:12])[CH2:4][CH2:5][NH:6][C:7](=[O:11])[CH:8](Cl)[CH3:9].C(=O)([O-])[O-].[K+].[K+].[Cl:19][C:20]1[C:25]([SH:26])=[CH:24][C:23]([N:27]2[C:32](=[O:33])[CH:31]=[C:30]([C:34]([F:37])([F:36])[F:35])[N:29]([CH3:38])[C:28]2=[O:39])=[C:22]([F:40])[CH:21]=1.Cl. The product is [CH3:1][O:2][C:3](=[O:12])[CH2:4][CH2:5][NH:6][C:7](=[O:11])[CH:8]([S:26][C:25]1[CH:24]=[C:23]([N:27]2[C:32](=[O:33])[CH:31]=[C:30]([C:34]([F:36])([F:37])[F:35])[N:29]([CH3:38])[C:28]2=[O:39])[C:22]([F:40])=[CH:21][C:20]=1[Cl:19])[CH3:9]. The yield is 0.780. The catalyst is C(#N)C.C(OCC)(=O)C.O. (4) The reactants are [Br:1]N1C(=O)CCC1=O.C1(P(C2C=CC=CC=2)C2C=CC=CC=2)C=CC=CC=1.[Cl:28][C:29]1[CH:34]=[CH:33][C:32]([CH2:35][O:36][CH2:37][CH2:38]O)=[CH:31][CH:30]=1. The catalyst is C(Cl)Cl.[Al]. The product is [Br:1][CH2:38][CH2:37][O:36][CH2:35][C:32]1[CH:33]=[CH:34][C:29]([Cl:28])=[CH:30][CH:31]=1. The yield is 0.570. (5) The reactants are [O:1]=[C:2]1[N:6]([C:7]2[CH:14]=[CH:13][C:10]([C:11]#[N:12])=[C:9]([C:15]([F:18])([F:17])[F:16])[CH:8]=2)[C@H:5]2[CH2:19][CH2:20][CH2:21][CH2:22][C@@H:4]2[NH:3]1.Br[C:24]1[CH:34]=[CH:33][C:27]([C:28]([O:30][CH2:31][CH3:32])=[O:29])=[CH:26][CH:25]=1. No catalyst specified. The product is [C:11]([C:10]1[CH:13]=[CH:14][C:7]([N:6]2[C@H:5]3[CH2:19][CH2:20][CH2:21][CH2:22][C@@H:4]3[N:3]([C:24]3[CH:34]=[CH:33][C:27]([C:28]([O:30][CH2:31][CH3:32])=[O:29])=[CH:26][CH:25]=3)[C:2]2=[O:1])=[CH:8][C:9]=1[C:15]([F:18])([F:16])[F:17])#[N:12]. The yield is 0.473. (6) The reactants are Br[C:2]1[N:7]=[N:6][C:5]([NH2:8])=[N:4][CH:3]=1.[Cl:9][C:10]1[CH:11]=[C:12](B(O)O)[CH:13]=[CH:14][C:15]=1[C:16]([O:18][CH3:19])=[O:17].P([O-])([O-])([O-])=O.[K+].[K+].[K+]. The catalyst is O1CCOCC1.O.C1C=CC([P]([Pd]([P](C2C=CC=CC=2)(C2C=CC=CC=2)C2C=CC=CC=2)([P](C2C=CC=CC=2)(C2C=CC=CC=2)C2C=CC=CC=2)[P](C2C=CC=CC=2)(C2C=CC=CC=2)C2C=CC=CC=2)(C2C=CC=CC=2)C2C=CC=CC=2)=CC=1. The product is [NH2:8][C:5]1[N:6]=[N:7][C:2]([C:12]2[CH:13]=[CH:14][C:15]([C:16]([O:18][CH3:19])=[O:17])=[C:10]([Cl:9])[CH:11]=2)=[CH:3][N:4]=1. The yield is 0.555. (7) The reactants are [NH2:1][C@@H:2]([CH2:33][C:34]1[CH:39]=[CH:38][CH:37]=[CH:36][CH:35]=1)[C@@H:3]([OH:32])[CH2:4][C@@H:5]([NH:19][C:20]([C@@H:22]([NH:27][C:28](=[O:31])[O:29][CH3:30])[C:23]([CH3:26])([CH3:25])[CH3:24])=[O:21])[CH2:6][C:7]1[CH:12]=[CH:11][C:10]([C:13]2[CH:18]=[CH:17][CH:16]=[CH:15][N:14]=2)=[CH:9][CH:8]=1.[CH3:40][C:41]1[CH:51]=[CH:50][CH:49]=[C:48]([CH3:52])[C:42]=1[O:43][CH2:44][C:45](O)=[O:46].CCOP(ON1N=NC2C=CC=CC=2C1=O)(OCC)=O.C(N(CC)C(C)C)(C)C. The catalyst is C1COCC1. The product is [CH3:40][C:41]1[CH:51]=[CH:50][CH:49]=[C:48]([CH3:52])[C:42]=1[O:43][CH2:44][C:45]([NH:1][C@@H:2]([CH2:33][C:34]1[CH:35]=[CH:36][CH:37]=[CH:38][CH:39]=1)[C@@H:3]([OH:32])[CH2:4][C@@H:5]([NH:19][C:20]([C@@H:22]([NH:27][C:28](=[O:31])[O:29][CH3:30])[C:23]([CH3:26])([CH3:25])[CH3:24])=[O:21])[CH2:6][C:7]1[CH:12]=[CH:11][C:10]([C:13]2[CH:18]=[CH:17][CH:16]=[CH:15][N:14]=2)=[CH:9][CH:8]=1)=[O:46]. The yield is 0.770. (8) The reactants are [F:1][C:2]([F:12])([F:11])[C:3]1[C:4]([Cl:10])=[N:5][C:6](Cl)=[N:7][CH:8]=1.[F:13][C:14]([F:25])([F:24])[O:15][C:16]1[CH:23]=[CH:22][CH:21]=[CH:20][C:17]=1[CH2:18][NH2:19].CCN(C(C)C)C(C)C. The catalyst is CN(C=O)C.CCOC(C)=O. The product is [Cl:10][C:4]1[C:3]([C:2]([F:12])([F:11])[F:1])=[CH:8][N:7]=[C:6]([NH:19][CH2:18][C:17]2[CH:20]=[CH:21][CH:22]=[CH:23][C:16]=2[O:15][C:14]([F:13])([F:24])[F:25])[N:5]=1. The yield is 0.520. (9) The reactants are [CH:1]([O:4][C:5]1[N:10]=[C:9]([C:11]2[CH:12]=[C:13]3[C:17](=[CH:18][CH:19]=2)[NH:16][CH:15]=[C:14]3[C:20]([OH:22])=[O:21])[CH:8]=[N:7][CH:6]=1)([CH3:3])[CH3:2].[C:23]([O-])([O-])=O.[K+].[K+].S(OC)(OC)(=O)=O. The yield is 0.790. The product is [CH:1]([O:4][C:5]1[N:10]=[C:9]([C:11]2[CH:12]=[C:13]3[C:17](=[CH:18][CH:19]=2)[NH:16][CH:15]=[C:14]3[C:20]([O:22][CH3:23])=[O:21])[CH:8]=[N:7][CH:6]=1)([CH3:3])[CH3:2]. The catalyst is CN(C=O)C.